From a dataset of Full USPTO retrosynthesis dataset with 1.9M reactions from patents (1976-2016). Predict the reactants needed to synthesize the given product. Given the product [C:18]([O:17][C:15](=[O:16])[NH:13][C:7]1[CH:8]=[C:9]([S:10][C:11]#[N:12])[C:4]([CH:1]([CH3:3])[CH3:2])=[CH:5][C:6]=1[NH:14][C:15]([O:17][C:18]([CH3:21])([CH3:20])[CH3:19])=[O:16])([CH3:21])([CH3:20])[CH3:19], predict the reactants needed to synthesize it. The reactants are: [CH:1]([C:4]1[CH:5]=[C:6]([NH2:14])[C:7]([NH2:13])=[CH:8][C:9]=1[S:10][C:11]#[N:12])([CH3:3])[CH3:2].[C:15](O[C:15]([O:17][C:18]([CH3:21])([CH3:20])[CH3:19])=[O:16])([O:17][C:18]([CH3:21])([CH3:20])[CH3:19])=[O:16].